The task is: Binary Classification. Given a T-cell receptor sequence (or CDR3 region) and an epitope sequence, predict whether binding occurs between them.. This data is from TCR-epitope binding with 47,182 pairs between 192 epitopes and 23,139 TCRs. (1) The epitope is TTLPVNVAF. The TCR CDR3 sequence is CASSLGGAYGYTF. Result: 0 (the TCR does not bind to the epitope). (2) The epitope is QIKVRVKMV. The TCR CDR3 sequence is CASSPFETAYEQYF. Result: 0 (the TCR does not bind to the epitope). (3) The epitope is TPGPGVRYPL. The TCR CDR3 sequence is CASSLELGLAEAFF. Result: 0 (the TCR does not bind to the epitope). (4) The epitope is TPINLVRDL. The TCR CDR3 sequence is CSVVGAGGGHSYNEQFF. Result: 1 (the TCR binds to the epitope).